This data is from Full USPTO retrosynthesis dataset with 1.9M reactions from patents (1976-2016). The task is: Predict the reactants needed to synthesize the given product. (1) Given the product [CH3:1][C:2]1[CH:11]=[C:10]2[C:5]([CH:6]([C:12]#[N:13])[CH2:7][CH2:8][O:9]2)=[CH:4][CH:3]=1, predict the reactants needed to synthesize it. The reactants are: [CH3:1][C:2]1[CH:11]=[C:10]2[C:5]([C:6](O[Si](C)(C)C)([C:12]#[N:13])[CH2:7][CH2:8][O:9]2)=[CH:4][CH:3]=1.C[Si](Cl)(C)C.[I-].[Na+]. (2) Given the product [Br:1][C:2]1[CH:3]=[C:4]([NH:8][C:9](=[O:13])[O:10][CH2:11][CH3:12])[C:5]([N+:14]([O-:16])=[O:15])=[N:6][CH:7]=1, predict the reactants needed to synthesize it. The reactants are: [Br:1][C:2]1[CH:3]=[C:4]([NH:8][C:9](=[O:13])[O:10][CH2:11][CH3:12])[CH:5]=[N:6][CH:7]=1.[N+:14]([O-])([OH:16])=[O:15].N.